Task: Predict the product of the given reaction.. Dataset: Forward reaction prediction with 1.9M reactions from USPTO patents (1976-2016) (1) Given the reactants [CH2:1]([C:8]1[CH:17]=[C:16]2[C:11]([C:12]([OH:30])=[C:13]([C:25](OCC)=[O:26])[C:14](=[O:24])[N:15]2[CH2:18][C:19]2[S:20][CH:21]=[CH:22][N:23]=2)=[N:10][CH:9]=1)[C:2]1[CH:7]=[CH:6][CH:5]=[CH:4][CH:3]=1.[CH3:31][O:32][CH2:33][CH2:34][NH2:35], predict the reaction product. The product is: [CH2:1]([C:8]1[CH:17]=[C:16]2[C:11]([C:12]([OH:30])=[C:13]([C:25]([NH:35][CH2:34][CH2:33][O:32][CH3:31])=[O:26])[C:14](=[O:24])[N:15]2[CH2:18][C:19]2[S:20][CH:21]=[CH:22][N:23]=2)=[N:10][CH:9]=1)[C:2]1[CH:7]=[CH:6][CH:5]=[CH:4][CH:3]=1. (2) Given the reactants [C:1]([O:5][C:6](=[O:35])[NH:7][C:8]1([C:12]2[CH:17]=[CH:16][C:15]([C:18]3[N:19]=[C:20]4[CH:25]=[CH:24][C:23]([CH2:26]Cl)=[CH:22][N:21]4[C:28]=3[C:29]3[CH:34]=[CH:33][CH:32]=[CH:31][CH:30]=3)=[CH:14][CH:13]=2)[CH2:11][CH2:10][CH2:9]1)([CH3:4])([CH3:3])[CH3:2].[CH3:36][O:37][CH2:38][CH2:39][NH2:40], predict the reaction product. The product is: [C:1]([O:5][C:6](=[O:35])[NH:7][C:8]1([C:12]2[CH:17]=[CH:16][C:15]([C:18]3[N:19]=[C:20]4[CH:25]=[CH:24][C:23]([CH2:26][NH:40][CH2:39][CH2:38][O:37][CH3:36])=[CH:22][N:21]4[C:28]=3[C:29]3[CH:34]=[CH:33][CH:32]=[CH:31][CH:30]=3)=[CH:14][CH:13]=2)[CH2:11][CH2:10][CH2:9]1)([CH3:4])([CH3:3])[CH3:2]. (3) Given the reactants Br[CH2:2][CH2:3][O:4][C:5]([C:18]1[CH:23]=[CH:22][CH:21]=[CH:20][CH:19]=1)([C:12]1[CH:17]=[CH:16][CH:15]=[CH:14][CH:13]=1)[C:6]1[CH:11]=[CH:10][CH:9]=[CH:8][CH:7]=1.CCN(CC)CC.[CH:31]([NH:34][CH2:35][CH2:36][OH:37])([CH3:33])[CH3:32], predict the reaction product. The product is: [CH:31]([N:34]([CH2:2][CH2:3][O:4][C:5]([C:18]1[CH:23]=[CH:22][CH:21]=[CH:20][CH:19]=1)([C:12]1[CH:17]=[CH:16][CH:15]=[CH:14][CH:13]=1)[C:6]1[CH:11]=[CH:10][CH:9]=[CH:8][CH:7]=1)[CH2:35][CH2:36][OH:37])([CH3:33])[CH3:32]. (4) Given the reactants C([O:8][C:9](=[O:31])/[C:10](/[O:26][CH2:27][CH2:28][O:29][CH3:30])=[CH:11]/[C:12]1[CH:17]=[CH:16][C:15]([O:18]CC2C=CC=CC=2)=[CH:14][CH:13]=1)C1C=CC=CC=1, predict the reaction product. The product is: [OH:18][C:15]1[CH:16]=[CH:17][C:12]([CH2:11][CH:10]([O:26][CH2:27][CH2:28][O:29][CH3:30])[C:9]([OH:31])=[O:8])=[CH:13][CH:14]=1. (5) Given the reactants Br.Br[CH2:3][C:4]([C:6]1[CH:7]=[N:8][CH:9]=[CH:10][CH:11]=1)=O.[CH3:12][C:13]1[CH:14]=[C:15]([NH:19][C:20]([NH2:22])=[S:21])[CH:16]=[CH:17][CH:18]=1.N, predict the reaction product. The product is: [CH3:12][C:13]1[CH:14]=[C:15]([NH:19][C:20]2[S:21][CH:3]=[C:4]([C:6]3[CH:7]=[N:8][CH:9]=[CH:10][CH:11]=3)[N:22]=2)[CH:16]=[CH:17][CH:18]=1. (6) Given the reactants Cl[S:2]([C:5]1[CH:6]=[C:7]2[C:11](=[CH:12][CH:13]=1)[NH:10][C:9](=[O:14])[CH2:8]2)(=[O:4])=[O:3].[NH:15]1C2C(=CC=CC=2)C[C:16]1=O, predict the reaction product. The product is: [CH3:16][NH:15][S:2]([C:5]1[CH:6]=[C:7]2[C:11](=[CH:12][CH:13]=1)[NH:10][C:9](=[O:14])[CH2:8]2)(=[O:4])=[O:3]. (7) Given the reactants [CH3:1][C:2]([S:5]([NH2:8])(=[O:7])=[O:6])([CH3:4])[CH3:3].[H-].[Na+].[Br:11][C:12]1[CH:13]=[C:14]([C:20]([F:23])([F:22])[F:21])[C:15](F)=[C:16]([F:18])[CH:17]=1, predict the reaction product. The product is: [Br:11][C:12]1[CH:13]=[C:14]([C:20]([F:21])([F:22])[F:23])[C:15]([NH:8][S:5]([C:2]([CH3:4])([CH3:3])[CH3:1])(=[O:7])=[O:6])=[C:16]([F:18])[CH:17]=1. (8) The product is: [ClH:36].[NH2:1][CH2:4][C:5]1[CH:10]=[C:9]([C:11]2[CH:38]=[CH:37][C:14]([C:15]([N:17]3[CH2:22][CH2:21][N:20]([S:23]([C:26]4[CH:35]=[CH:34][C:33]5[C:28](=[CH:29][CH:30]=[C:31]([Cl:36])[CH:32]=5)[CH:27]=4)(=[O:24])=[O:25])[CH2:19][CH2:18]3)=[O:16])=[CH:13][CH:12]=2)[CH:8]=[CH:7][N:6]=1. Given the reactants [N:1]([CH2:4][C:5]1[CH:10]=[C:9]([C:11]2[CH:38]=[CH:37][C:14]([C:15]([N:17]3[CH2:22][CH2:21][N:20]([S:23]([C:26]4[CH:35]=[CH:34][C:33]5[C:28](=[CH:29][CH:30]=[C:31]([Cl:36])[CH:32]=5)[CH:27]=4)(=[O:25])=[O:24])[CH2:19][CH2:18]3)=[O:16])=[CH:13][CH:12]=2)[CH:8]=[CH:7][N:6]=1)=[N+]=[N-].O.C1(P(C2C=CC=CC=2)C2C=CC=CC=2)C=CC=CC=1, predict the reaction product. (9) Given the reactants [CH2:1]([O:3][C:4]([C:6]1[C:14]2[C:9](=[CH:10][CH:11]=[C:12]([O:15][CH2:16][CH:17]3[CH2:19][O:18]3)[CH:13]=2)[NH:8][C:7]=1[CH3:20])=[O:5])[CH3:2].[N-:21]=[N+:22]=[N-:23].[Na+].[Cl-].[Li+], predict the reaction product. The product is: [CH2:1]([O:3][C:4]([C:6]1[C:14]2[C:9](=[CH:10][CH:11]=[C:12]([O:15][CH2:16][C@@H:17]([OH:18])[CH2:19][N:21]=[N+:22]=[N-:23])[CH:13]=2)[NH:8][C:7]=1[CH3:20])=[O:5])[CH3:2]. (10) Given the reactants [C:1]1([CH:7]2[CH2:12][CH2:11][NH:10][CH2:9][CH2:8]2)[CH:6]=[CH:5][CH:4]=[CH:3][CH:2]=1.[N+:13]([O-:16])(O)=[O:14].[OH-].[Na+].[C:19](O[C:19]([O:21][C:22]([CH3:25])([CH3:24])[CH3:23])=[O:20])([O:21][C:22]([CH3:25])([CH3:24])[CH3:23])=[O:20], predict the reaction product. The product is: [N+:13]([C:4]1[CH:5]=[CH:6][C:1]([CH:7]2[CH2:8][CH2:9][N:10]([C:19]([O:21][C:22]([CH3:25])([CH3:24])[CH3:23])=[O:20])[CH2:11][CH2:12]2)=[CH:2][CH:3]=1)([O-:16])=[O:14].